This data is from Catalyst prediction with 721,799 reactions and 888 catalyst types from USPTO. The task is: Predict which catalyst facilitates the given reaction. (1) Reactant: [Cl:1][C:2]1[S:6][C:5]([C:7]([NH:9][CH2:10][C:11]2[N:12]=[N:13][N:14]([C:16]3[CH:21]=[CH:20][C:19]([N:22]4[CH:27]=[CH:26][CH:25]=[CH:24][C:23]4=[O:28])=[CH:18][C:17]=3[C:29]3[CH:34]=[CH:33][N:32]=[C:31](F)[CH:30]=3)[CH:15]=2)=[O:8])=[CH:4][CH:3]=1.[CH3:36][NH:37][CH3:38]. Product: [Cl:1][C:2]1[S:6][C:5]([C:7]([NH:9][CH2:10][C:11]2[N:12]=[N:13][N:14]([C:16]3[CH:21]=[CH:20][C:19]([N:22]4[CH:27]=[CH:26][CH:25]=[CH:24][C:23]4=[O:28])=[CH:18][C:17]=3[C:29]3[CH:34]=[CH:33][N:32]=[C:31]([N:37]([CH3:38])[CH3:36])[CH:30]=3)[CH:15]=2)=[O:8])=[CH:4][CH:3]=1. The catalyst class is: 16. (2) Reactant: Cl.[Br:2][C:3]1[CH:8]=[CH:7][C:6]([N:9]2[CH2:14][CH2:13][NH:12][CH2:11][CH2:10]2)=[CH:5][CH:4]=1.C(N(CC)CC)C.[CH3:22][S:23](Cl)(=[O:25])=[O:24]. Product: [Br:2][C:3]1[CH:4]=[CH:5][C:6]([N:9]2[CH2:14][CH2:13][N:12]([S:23]([CH3:22])(=[O:25])=[O:24])[CH2:11][CH2:10]2)=[CH:7][CH:8]=1. The catalyst class is: 2. (3) The catalyst class is: 2. Product: [Cl:1][C:2]1[C:10]2[CH:9]=[CH:8][CH:7]=[CH:6][C:5]=2[N:4]2[CH2:11][CH2:12][N:13]([C:16]3[CH:24]=[C:23]4[C:19]([CH:20]=[CH:21][N:22]4[CH2:25][C:26]([OH:28])=[O:27])=[CH:18][CH:17]=3)[C:14](=[O:15])[C:3]=12. Reactant: [Cl:1][C:2]1[C:10]2[CH:9]=[CH:8][CH:7]=[CH:6][C:5]=2[N:4]2[CH2:11][CH2:12][N:13]([C:16]3[CH:24]=[C:23]4[C:19]([CH:20]=[CH:21][N:22]4[CH2:25][C:26]([O:28]C(C)(C)C)=[O:27])=[CH:18][CH:17]=3)[C:14](=[O:15])[C:3]=12.C(O)(C(F)(F)F)=O. (4) Reactant: [CH3:1][CH2:2][O:3][C:4](/[CH:6]=[CH:7]/[CH2:8]P(OCC)(OCC)=O)=[O:5].C([Li])CCC.[CH:22](=O)[C:23]1[CH:28]=[CH:27][CH:26]=[CH:25][CH:24]=1.[Cl-].[NH4+]. Product: [C:23]1(/[CH:22]=[CH:8]/[CH:7]=[CH:6]/[C:4]([O:3][CH2:2][CH3:1])=[O:5])[CH:28]=[CH:27][CH:26]=[CH:25][CH:24]=1. The catalyst class is: 7. (5) Reactant: [Cl:1][C:2]1[CH:7]=[CH:6][CH:5]=[CH:4][C:3]=1[N:8]1[C:12]([S:13][C:14]2[CH:19]=[CH:18][CH:17]=[C:16]([CH3:20])[N:15]=2)=[CH:11][C:10]([CH:21]=O)=[N:9]1.[CH3:23][NH2:24].CO.CO.[BH4-].[Na+]. Product: [Cl:1][C:2]1[CH:7]=[CH:6][CH:5]=[CH:4][C:3]=1[N:8]1[C:12]([S:13][C:14]2[CH:19]=[CH:18][CH:17]=[C:16]([CH3:20])[N:15]=2)=[CH:11][C:10]([CH2:21][NH:24][CH3:23])=[N:9]1. The catalyst class is: 7. (6) Reactant: CO[C:3]1[CH:8]=[CH:7][CH:6]=[CH:5][C:4]=1[CH:9]=[CH:10][C:11]([C:13]1[CH:18]=[CH:17][CH:16]=[CH:15][CH:14]=1)=[O:12].[C-]#N.[Na+].CS(C)=[O:24].C(Cl)(Cl)Cl. Product: [OH:24][C:7]1[CH:6]=[CH:5][C:4]([CH:9]=[CH:10][C:11]([C:13]2[CH:18]=[CH:17][CH:16]=[CH:15][CH:14]=2)=[O:12])=[CH:3][CH:8]=1. The catalyst class is: 6. (7) Reactant: [F:1][C:2]1[CH:7]=[C:6]([F:8])[C:5]([F:9])=[CH:4][C:3]=1[C@@H:10]1[C@@H:15]([NH:16]C(=O)OC(C)(C)C)[CH2:14][C@@H:13]([N:24]2[CH2:31][C:30]3[C:26](=[N:27][N:28]([S:32]([CH3:35])(=[O:34])=[O:33])[CH:29]=3)[CH2:25]2)[CH2:12][O:11]1.FC(F)(F)C(O)=O. Product: [F:1][C:2]1[CH:7]=[C:6]([F:8])[C:5]([F:9])=[CH:4][C:3]=1[C@@H:10]1[C@@H:15]([NH2:16])[CH2:14][C@@H:13]([N:24]2[CH2:31][C:30]3[C:26](=[N:27][N:28]([S:32]([CH3:35])(=[O:34])=[O:33])[CH:29]=3)[CH2:25]2)[CH2:12][O:11]1. The catalyst class is: 4. (8) Reactant: [CH3:1][O:2][C:3](=[O:39])[CH2:4][CH2:5][C@@H:6]1[C@@H:10]([O:11][CH3:12])[C@@H:9]([O:13][Si](C(C)(C)C)(C)C)[C@H:8]([N:21]2[CH:29]=[N:28][C:27]3[C:22]2=[N:23][CH:24]=[N:25][C:26]=3[NH:30][C:31](=[O:38])[C:32]2[CH:37]=[CH:36][CH:35]=[CH:34][CH:33]=2)[O:7]1.CCCC[N+](CCCC)(CCCC)CCCC.[F-]. Product: [CH3:1][O:2][C:3](=[O:39])[CH2:4][CH2:5][C@@H:6]1[C@@H:10]([O:11][CH3:12])[C@@H:9]([OH:13])[C@H:8]([N:21]2[CH:29]=[N:28][C:27]3[C:22]2=[N:23][CH:24]=[N:25][C:26]=3[NH:30][C:31](=[O:38])[C:32]2[CH:37]=[CH:36][CH:35]=[CH:34][CH:33]=2)[O:7]1. The catalyst class is: 1. (9) The catalyst class is: 5. Product: [CH3:1][S:2][C:3]1[NH:4][C:5]2[CH:6]=[C:7]([O:13][C:14]3[CH:15]=[CH:16][CH:17]=[C:18]([Cl:21])[C:19]=3[Cl:20])[C:8]([Cl:12])=[CH:9][C:10]=2[N:11]=1.[ClH:12]. Reactant: [CH3:1][S:2][C:3]1[NH:4][C:5]2[CH:6]=[C:7]([O:13][C:14]3[CH:15]=[CH:16][CH:17]=[C:18]([Cl:21])[C:19]=3[Cl:20])[C:8]([Cl:12])=[CH:9][C:10]=2[N:11]=1.CS([O-])(=O)=O.C.